This data is from Reaction yield outcomes from USPTO patents with 853,638 reactions. The task is: Predict the reaction yield, written as a fraction of the theoretical maximum amount of product (1.0 means a 100% yield; for example, 0.34 means a 34% yield). The reactants are [O:1]1[CH:5]=[CH:4][CH:3]=[C:2]1[C:6]([NH:8][C:9]1[CH:10]=[C:11]([C:15]2[C:23]3[C:18](=[CH:19][CH:20]=[C:21]([C:24]([NH2:26])=[O:25])[CH:22]=3)[N:17](C3CCCCO3)[N:16]=2)[CH:12]=[CH:13][CH:14]=1)=[O:7]. The catalyst is C1(C)C=CC=CC=1. The product is [O:1]1[CH:5]=[CH:4][CH:3]=[C:2]1[C:6]([NH:8][C:9]1[CH:10]=[C:11]([C:15]2[C:23]3[C:18](=[CH:19][CH:20]=[C:21]([C:24]([NH2:26])=[O:25])[CH:22]=3)[NH:17][N:16]=2)[CH:12]=[CH:13][CH:14]=1)=[O:7]. The yield is 0.540.